Dataset: Full USPTO retrosynthesis dataset with 1.9M reactions from patents (1976-2016). Task: Predict the reactants needed to synthesize the given product. (1) Given the product [CH3:21][N:14]([C:15]1[CH:20]=[CH:19][CH:18]=[CH:17][CH:16]=1)[C:12](=[O:13])[CH2:11][N:7]1[C:6]2[CH:22]=[C:2]([C:28]3[S:32][CH:31]=[N:30][CH:29]=3)[CH:3]=[CH:4][C:5]=2[O:9][C:8]1=[O:10], predict the reactants needed to synthesize it. The reactants are: Br[C:2]1[CH:3]=[CH:4][C:5]2[O:9][C:8](=[O:10])[N:7]([CH2:11][C:12]([N:14]([CH3:21])[C:15]3[CH:20]=[CH:19][CH:18]=[CH:17][CH:16]=3)=[O:13])[C:6]=2[CH:22]=1.C([Sn](CCCC)(CCCC)[C:28]1[S:32][CH:31]=[N:30][CH:29]=1)CCC.C(=O)([O-])O.[Na+].C(OCC)(=O)C. (2) The reactants are: S(Cl)([Cl:3])=O.O[CH2:6][CH:7]1[CH2:11][N:10]([C:12]2[CH:17]=[CH:16][C:15]([O:18][CH2:19][CH2:20][CH2:21][N:22]3[CH2:26][CH2:25][CH2:24][CH:23]3[CH3:27])=[CH:14][CH:13]=2)[C:9](=[O:28])[CH2:8]1.C(N(CC)CC)C. Given the product [Cl:3][CH2:6][CH:7]1[CH2:11][N:10]([C:12]2[CH:17]=[CH:16][C:15]([O:18][CH2:19][CH2:20][CH2:21][N:22]3[CH2:26][CH2:25][CH2:24][CH:23]3[CH3:27])=[CH:14][CH:13]=2)[C:9](=[O:28])[CH2:8]1, predict the reactants needed to synthesize it. (3) Given the product [CH2:1]([O:8][C:9]1[CH:10]=[CH:11][C:12]([N:15]([CH3:49])[C:16]([C:18]2[CH:19]=[C:20]([C:27]3[CH:28]=[C:29]4[C:33](=[CH:34][C:35]=3[C:36]([N:38]3[C@H:47]([CH3:48])[CH2:46][C:45]5[C:40](=[CH:41][CH:42]=[CH:43][CH:44]=5)[CH2:39]3)=[O:37])[CH2:32][N:31]([CH2:57][CH2:56][CH:50]3[CH2:55][CH2:54][CH2:53][CH2:52][CH2:51]3)[CH2:30]4)[N:21]3[C:26]=2[CH2:25][CH2:24][CH2:23][CH2:22]3)=[O:17])=[CH:13][CH:14]=1)[C:2]1[CH:3]=[CH:4][CH:5]=[CH:6][CH:7]=1, predict the reactants needed to synthesize it. The reactants are: [CH2:1]([O:8][C:9]1[CH:14]=[CH:13][C:12]([N:15]([CH3:49])[C:16]([C:18]2[CH:19]=[C:20]([C:27]3[CH:28]=[C:29]4[C:33](=[CH:34][C:35]=3[C:36]([N:38]3[C@H:47]([CH3:48])[CH2:46][C:45]5[C:40](=[CH:41][CH:42]=[CH:43][CH:44]=5)[CH2:39]3)=[O:37])[CH2:32][NH:31][CH2:30]4)[N:21]3[C:26]=2[CH2:25][CH2:24][CH2:23][CH2:22]3)=[O:17])=[CH:11][CH:10]=1)[C:2]1[CH:7]=[CH:6][CH:5]=[CH:4][CH:3]=1.[CH:50]1([CH2:56][CH:57]=O)[CH2:55][CH2:54][CH2:53][CH2:52][CH2:51]1.C(O[BH-](OC(=O)C)OC(=O)C)(=O)C.[Na+]. (4) Given the product [NH2:23][C:24]1[N:29]([C:30]2[CH:35]=[CH:34][CH:33]=[C:32]([NH:36][C:8]([NH:9][C:10]3[CH:14]=[C:13]([C:15]([CH3:16])([CH3:17])[CH3:18])[O:12][N:11]=3)=[O:19])[CH:31]=2)[CH2:28][N:27]=[C:26]2[O:37][CH:38]=[CH:39][C:25]=12, predict the reactants needed to synthesize it. The reactants are: C1(O[C:8](=[O:19])[NH:9][C:10]2[CH:14]=[C:13]([C:15]([CH3:18])([CH3:17])[CH3:16])[O:12][N:11]=2)C=CC=CC=1.[N-]=C=O.[NH2:23][C:24]1[N:29]([C:30]2[CH:35]=[CH:34][CH:33]=[C:32]([NH2:36])[CH:31]=2)[CH2:28][N:27]=[C:26]2[O:37][CH:38]=[CH:39][C:25]=12. (5) Given the product [NH2:1][C:2]1[N:10]=[CH:9][N:8]=[C:7]2[C:3]=1[N:4]=[C:5]([CH:33]=[CH2:34])[N:6]2[C:11]1[CH:16]=[CH:15][C:14]([NH:17][C:18]([NH:20][C:21]2[CH:26]=[CH:25][C:24]([Cl:27])=[C:23]([C:28]([F:31])([F:30])[F:29])[CH:22]=2)=[O:19])=[CH:13][CH:12]=1, predict the reactants needed to synthesize it. The reactants are: [NH2:1][C:2]1[N:10]=[CH:9][N:8]=[C:7]2[C:3]=1[N:4]=[C:5](I)[N:6]2[C:11]1[CH:16]=[CH:15][C:14]([NH:17][C:18]([NH:20][C:21]2[CH:26]=[CH:25][C:24]([Cl:27])=[C:23]([C:28]([F:31])([F:30])[F:29])[CH:22]=2)=[O:19])=[CH:13][CH:12]=1.[CH:33]([Sn](CCCC)(CCCC)CCCC)=[CH2:34]. (6) Given the product [NH2:1][C:2]1[C:3]([CH:23]2[CH2:28][CH2:27][NH:26][CH2:25][CH2:24]2)=[CH:4][N:5]([C:10]2[CH:11]=[CH:12][C:13]([O:16][C:17]3[CH:18]=[CH:19][CH:20]=[CH:21][CH:22]=3)=[CH:14][CH:15]=2)[C:6]=1[C:7]([NH2:8])=[O:9], predict the reactants needed to synthesize it. The reactants are: [NH2:1][C:2]1[C:3]([CH:23]2[CH2:28][CH2:27][N:26](C(OC(C)(C)C)=O)[CH2:25][CH2:24]2)=[CH:4][N:5]([C:10]2[CH:15]=[CH:14][C:13]([O:16][C:17]3[CH:22]=[CH:21][CH:20]=[CH:19][CH:18]=3)=[CH:12][CH:11]=2)[C:6]=1[C:7](=[O:9])[NH2:8].C(C(O)=O)(F)(F)F.